Dataset: Peptide-MHC class I binding affinity with 185,985 pairs from IEDB/IMGT. Task: Regression. Given a peptide amino acid sequence and an MHC pseudo amino acid sequence, predict their binding affinity value. This is MHC class I binding data. (1) The peptide sequence is EISTNIRQ. The MHC is HLA-A02:02 with pseudo-sequence HLA-A02:02. The binding affinity (normalized) is 0. (2) The peptide sequence is KQINPPTVY. The MHC is HLA-B07:02 with pseudo-sequence HLA-B07:02. The binding affinity (normalized) is 0.0847. (3) The peptide sequence is YRYTYRCHR. The MHC is HLA-A02:01 with pseudo-sequence HLA-A02:01. The binding affinity (normalized) is 0.0847. (4) The peptide sequence is TLKRRSWPL. The MHC is BoLA-T2C with pseudo-sequence BoLA-T2C. The binding affinity (normalized) is 0.706. (5) The peptide sequence is CARRRLRTL. The MHC is HLA-A31:01 with pseudo-sequence HLA-A31:01. The binding affinity (normalized) is 0.0847.